Dataset: Catalyst prediction with 721,799 reactions and 888 catalyst types from USPTO. Task: Predict which catalyst facilitates the given reaction. (1) Reactant: [OH:1][C:2]1[CH:3]=[C:4]([CH:21]=[CH:22][CH:23]=1)[O:5][CH2:6][C:7]1[C:12]([CH3:13])=[CH:11][CH:10]=[CH:9][C:8]=1[N:14]1[C:18](=[O:19])[N:17]([CH3:20])[N:16]=[N:15]1.[CH2:24](Br)[C:25]1[CH:30]=[CH:29][CH:28]=[CH:27][CH:26]=1.C(=O)([O-])[O-].[K+].[K+].C(#N)C. Product: [CH2:24]([O:1][C:2]1[CH:3]=[C:4]([CH:21]=[CH:22][CH:23]=1)[O:5][CH2:6][C:7]1[C:12]([CH3:13])=[CH:11][CH:10]=[CH:9][C:8]=1[N:14]1[C:18](=[O:19])[N:17]([CH3:20])[N:16]=[N:15]1)[C:25]1[CH:30]=[CH:29][CH:28]=[CH:27][CH:26]=1. The catalyst class is: 6. (2) Reactant: Br[C:2]1[CH:17]=[CH:16][CH:15]=[C:14]([Si:18]([CH3:21])([CH3:20])[CH3:19])[C:3]=1[C:4]([NH:6][C:7]1[CH:12]=[CH:11][CH:10]=[CH:9][C:8]=1[CH3:13])=[O:5].C1COCC1.[Li]C(CC)C.C(O)(=O)CC(CC(O)=O)(C(O)=O)O. Product: [CH3:13][C:8]1[CH:9]=[CH:10][CH:11]=[CH:12][C:7]=1[NH:6][C:4](=[O:5])[C:3]1[CH:2]=[CH:17][CH:16]=[CH:15][C:14]=1[Si:18]([CH3:21])([CH3:20])[CH3:19]. The catalyst class is: 244.